Dataset: Forward reaction prediction with 1.9M reactions from USPTO patents (1976-2016). Task: Predict the product of the given reaction. (1) Given the reactants [NH2:1][C:2]1[N:7]=[C:6]([OH:8])[N:5]=[C:4]([OH:9])[C:3]=1[CH2:10][C:11]1([CH2:16][CH3:17])OCCO1.C1COCC1.Cl.NC1N=CC=CN=1, predict the reaction product. The product is: [CH2:16]([C:11]1[NH:1][C:2]2[N:7]=[C:6]([OH:8])[N:5]=[C:4]([OH:9])[C:3]=2[CH:10]=1)[CH3:17]. (2) Given the reactants Cl.[NH2:2][CH2:3][C:4]1[CH:12]=[CH:11][CH:10]=[C:9]2[C:5]=1[C:6](=[O:22])[N:7]([CH:14]1[CH2:19][CH2:18][C:17](=[O:20])[NH:16][C:15]1=[O:21])[C:8]2=[O:13].[CH2:23]1[O:31][C:30]2[CH:29]=[CH:28][C:27]([N:32]=[C:33]=[O:34])=[CH:26][C:25]=2[O:24]1.C(N(C(C)C)CC)(C)C, predict the reaction product. The product is: [CH2:23]1[O:31][C:30]2[CH:29]=[CH:28][C:27]([NH:32][C:33]([NH:2][CH2:3][C:4]3[CH:12]=[CH:11][CH:10]=[C:9]4[C:5]=3[C:6](=[O:22])[N:7]([CH:14]3[CH2:19][CH2:18][C:17](=[O:20])[NH:16][C:15]3=[O:21])[C:8]4=[O:13])=[O:34])=[CH:26][C:25]=2[O:24]1. (3) Given the reactants [CH:1]1([CH2:4][C@@:5]([OH:32])([CH3:31])[C@@H:6]([NH:8][C:9]([C:11]2[C:19]3[C:14](=[N:15][CH:16]=[C:17]([CH:20]4[CH2:22][CH2:21]4)[N:18]=3)[N:13](COCC[Si](C)(C)C)[CH:12]=2)=[O:10])[CH3:7])[CH2:3][CH2:2]1.O[C@@](C)(CC)[C@@H](NC(C1C2C(=NC=C(C3CC3)N=2)N(COCC[Si](C)(C)C)C=1)=O)C, predict the reaction product. The product is: [CH:1]1([CH2:4][C@@:5]([OH:32])([CH3:31])[C@@H:6]([NH:8][C:9]([C:11]2[C:19]3[C:14](=[N:15][CH:16]=[C:17]([CH:20]4[CH2:21][CH2:22]4)[N:18]=3)[NH:13][CH:12]=2)=[O:10])[CH3:7])[CH2:3][CH2:2]1. (4) Given the reactants [CH2:1]([C:3]1[CH:8]=[CH:7][C:6]([CH:9]2[CH2:14][N:13]([C:15]([N:17]3[CH2:22][CH2:21][O:20][CH2:19][CH2:18]3)=[O:16])[CH2:12][CH:11]([C:23](O)=[O:24])[CH2:10]2)=[CH:5][CH:4]=1)[CH3:2].[F:26][C:27]1[CH:32]=[CH:31][C:30]([CH2:33][C:34](=[NH:37])[NH:35]O)=[CH:29][CH:28]=1, predict the reaction product. The product is: [CH2:1]([C:3]1[CH:4]=[CH:5][C:6]([CH:9]2[CH2:10][CH:11]([C:23]3[O:24][N:37]=[C:34]([CH2:33][C:30]4[CH:31]=[CH:32][C:27]([F:26])=[CH:28][CH:29]=4)[N:35]=3)[CH2:12][N:13]([C:15]([N:17]3[CH2:18][CH2:19][O:20][CH2:21][CH2:22]3)=[O:16])[CH2:14]2)=[CH:7][CH:8]=1)[CH3:2]. (5) Given the reactants C(=O)([O-])[O-].[K+].[K+].[F:7][C:8]1[CH:9]=[C:10]([CH:13]=[CH:14][CH:15]=1)[CH2:11]Br.[OH:16][C:17]1[CH:22]=[CH:21][C:20]([CH2:23][CH2:24][S:25]([CH:28]([CH2:33][CH2:34][N:35]2[C:40](=[O:41])[C:39]3[CH:42]=[CH:43][CH:44]=[CH:45][C:38]=3[N:37]=[N:36]2)[C:29]([O:31][CH3:32])=[O:30])(=[O:27])=[O:26])=[CH:19][CH:18]=1, predict the reaction product. The product is: [F:7][C:8]1[CH:9]=[C:10]([CH:13]=[CH:14][CH:15]=1)[CH2:11][C:28]([S:25]([CH2:24][CH2:23][C:20]1[CH:19]=[CH:18][C:17]([O:16][CH2:11][C:10]2[CH:13]=[CH:14][CH:15]=[C:8]([F:7])[CH:9]=2)=[CH:22][CH:21]=1)(=[O:27])=[O:26])([CH2:33][CH2:34][N:35]1[C:40](=[O:41])[C:39]2[CH:42]=[CH:43][CH:44]=[CH:45][C:38]=2[N:37]=[N:36]1)[C:29]([O:31][CH3:32])=[O:30]. (6) Given the reactants [CH3:1][C:2]1[C:3]2[C:4]3[CH2:16][O:15][CH:14]([CH:17]4[CH2:22][CH2:21][N:20](C(OC(C)(C)C)=O)[CH2:19][CH2:18]4)[CH2:13][C:5]=3[NH:6][C:7](=[O:12])[C:8]=2[CH:9]=[CH:10][CH:11]=1.[ClH:30], predict the reaction product. The product is: [ClH:30].[CH3:1][C:2]1[C:3]2[C:4]3[CH2:16][O:15][CH:14]([CH:17]4[CH2:22][CH2:21][NH:20][CH2:19][CH2:18]4)[CH2:13][C:5]=3[NH:6][C:7](=[O:12])[C:8]=2[CH:9]=[CH:10][CH:11]=1. (7) Given the reactants [CH3:1][O:2][C:3]1[CH:4]=[CH:5][C:6]([C:12](=O)[C:13]2[CH:18]=[CH:17][CH:16]=[CH:15][C:14]=2[O:19][CH3:20])=[C:7]([CH:11]=1)[C:8](O)=[O:9].O.[NH2:23][NH2:24], predict the reaction product. The product is: [CH3:1][O:2][C:3]1[CH:11]=[C:7]2[C:6]([C:12]([C:13]3[CH:18]=[CH:17][CH:16]=[CH:15][C:14]=3[O:19][CH3:20])=[N:23][NH:24][C:8]2=[O:9])=[CH:5][CH:4]=1. (8) Given the reactants [F:1][C:2]([F:22])([F:21])[C:3]1[CH:8]=[CH:7][C:6]([CH:9]2[CH2:14][C:13](=[O:15])[NH:12][C:11]([CH3:16])=[C:10]2[C:17]([O:19][CH3:20])=[O:18])=[CH:5][CH:4]=1.C(=O)([O-])[O-].[Cs+].[Cs+].[CH3:29][O:30][C:31]1[CH:32]=[C:33]([CH:36]=[CH:37][CH:38]=1)[CH2:34]Br, predict the reaction product. The product is: [CH3:16][C:11]1[N:12]([CH2:34][C:33]2[CH:36]=[CH:37][CH:38]=[C:31]([O:30][CH3:29])[CH:32]=2)[C:13](=[O:15])[CH2:14][CH:9]([C:6]2[CH:5]=[CH:4][C:3]([C:2]([F:21])([F:1])[F:22])=[CH:8][CH:7]=2)[C:10]=1[C:17]([O:19][CH3:20])=[O:18].